From a dataset of Reaction yield outcomes from USPTO patents with 853,638 reactions. Predict the reaction yield, written as a fraction of the theoretical maximum amount of product (1.0 means a 100% yield; for example, 0.34 means a 34% yield). (1) The reactants are [O:1]([C:8]1[CH:16]=[CH:15][C:11]([C:12]([OH:14])=O)=[CH:10][CH:9]=1)[C:2]1[CH:7]=[CH:6][CH:5]=[CH:4][CH:3]=1.[NH2:17][C@@H:18]1[C@H:22]2[O:23][CH2:24][C@H:25]([NH:26][C:27]([CH:29]3[CH2:31][CH2:30]3)=[O:28])[C@H:21]2[O:20][CH2:19]1. No catalyst specified. The product is [CH:29]1([C:27]([NH:26][C@@H:25]2[C@H:21]3[O:20][CH2:19][C@H:18]([NH:17][C:12](=[O:14])[C:11]4[CH:10]=[CH:9][C:8]([O:1][C:2]5[CH:3]=[CH:4][CH:5]=[CH:6][CH:7]=5)=[CH:16][CH:15]=4)[C@H:22]3[O:23][CH2:24]2)=[O:28])[CH2:30][CH2:31]1. The yield is 0.566. (2) The reactants are [N+:1]([C:4]1[CH:9]=[CH:8][C:7]([C:10]2[CH:15]=[CH:14][C:13]([C:16]([OH:18])=O)=[CH:12][CH:11]=2)=[CH:6][CH:5]=1)([O-:3])=[O:2].C(Cl)(=O)C(Cl)=O.Cl.[CH3:26][C:27]([C:30]([O:32][CH3:33])=[O:31])([CH3:29])[NH2:28].C(N(CC)CC)C. The product is [CH3:26][C:27]([C:30]([O:32][CH3:33])=[O:31])([CH3:29])[NH:28][C:16]([C:13]1[CH:12]=[CH:11][C:10]([C:7]2[CH:6]=[CH:5][C:4]([N+:1]([O-:3])=[O:2])=[CH:9][CH:8]=2)=[CH:15][CH:14]=1)=[O:18]. The catalyst is C(Cl)Cl.CN(C)C=O. The yield is 0.950.